From a dataset of TCR-epitope binding with 47,182 pairs between 192 epitopes and 23,139 TCRs. Binary Classification. Given a T-cell receptor sequence (or CDR3 region) and an epitope sequence, predict whether binding occurs between them. (1) The epitope is FQPTNGVGY. The TCR CDR3 sequence is CASSLVGVGTSDEQFF. Result: 0 (the TCR does not bind to the epitope). (2) The epitope is ILKEPVHGV. The TCR CDR3 sequence is CASRGGVSQYF. Result: 0 (the TCR does not bind to the epitope). (3) The TCR CDR3 sequence is CASSYGDRLTGGDTQYF. The epitope is AVFDRKSDAK. Result: 0 (the TCR does not bind to the epitope).